From a dataset of CYP3A4 inhibition data for predicting drug metabolism from PubChem BioAssay. Regression/Classification. Given a drug SMILES string, predict its absorption, distribution, metabolism, or excretion properties. Task type varies by dataset: regression for continuous measurements (e.g., permeability, clearance, half-life) or binary classification for categorical outcomes (e.g., BBB penetration, CYP inhibition). Dataset: cyp3a4_veith. (1) The result is 1 (inhibitor). The drug is Fc1ccc(Nc2ncnc3ccc(-c4ccoc4)cc23)cc1. (2) The molecule is N#Cc1cccc(NC(=O)N2CCCC3(CCN(C(=O)c4ccco4)CC3)C2)c1. The result is 1 (inhibitor). (3) The result is 1 (inhibitor). The drug is O=C(/C=C/c1cccc(Cl)c1)Nc1ccncc1. (4) The drug is NC(N)=NC(N)=Nc1ccccc1. The result is 0 (non-inhibitor). (5) The drug is O=C(COC(=O)c1cnccn1)NCc1ccccc1. The result is 0 (non-inhibitor). (6) The compound is CC1=NN(c2ccccc2)C(=O)[C@@H]1N=Nc1ccc(S(N)(=O)=O)cc1. The result is 0 (non-inhibitor). (7) The drug is CCCCNC(=O)C(=O)c1ccccc1NC(C)=O. The result is 0 (non-inhibitor). (8) The result is 1 (inhibitor). The compound is O=[N+]([O-])c1ccccc1/C=N/n1c(COc2ccccc2)n[nH]c1=S.